From a dataset of Full USPTO retrosynthesis dataset with 1.9M reactions from patents (1976-2016). Predict the reactants needed to synthesize the given product. The reactants are: [C:1]([OH:24])(=[O:23])[CH2:2][CH2:3][CH2:4][CH2:5][CH2:6][CH2:7][CH2:8][CH2:9][CH2:10][CH2:11][CH2:12][CH2:13][CH2:14][CH2:15][CH2:16][CH2:17][CH2:18][CH2:19][CH2:20][CH2:21][CH3:22].[CH:25](O)(C)[CH3:26]. Given the product [C:1]([OH:24])(=[O:23])[CH2:2][CH2:3][CH2:4][CH2:5][CH2:6][CH2:7][CH2:8][CH2:9][CH2:10][CH2:11][CH2:12][CH2:13][CH2:14][CH2:15][CH2:16][CH2:17][CH2:18][CH2:19][CH2:20][CH2:21][CH2:22][CH2:25][CH3:26].[C:1]([OH:24])(=[O:23])[CH2:2][CH2:3][CH2:4][CH2:5][CH2:6][CH2:7][CH2:8][CH2:9][CH2:10][CH2:11][CH2:12][CH2:13][CH2:14][CH2:15][CH2:16][CH2:17][CH2:18][CH2:19][CH3:20], predict the reactants needed to synthesize it.